From a dataset of Reaction yield outcomes from USPTO patents with 853,638 reactions. Predict the reaction yield, written as a fraction of the theoretical maximum amount of product (1.0 means a 100% yield; for example, 0.34 means a 34% yield). (1) The reactants are C1(C)C=CC(S(O)(=O)=O)=CC=1.[C:12]([C:15]1[CH:45]=[CH:44][C:18]([O:19][CH2:20][C:21]2[CH:26]=[CH:25][C:24]([CH:27]([O:37]C3CCCCO3)[C:28]3[CH:29]=[C:30]([CH:34]=[CH:35][CH:36]=3)[C:31]([OH:33])=[O:32])=[CH:23][CH:22]=2)=[C:17]([Cl:46])[C:16]=1[OH:47])(=[O:14])[CH3:13]. The catalyst is CO.C(OCC)(=O)C. The product is [C:12]([C:15]1[CH:45]=[CH:44][C:18]([O:19][CH2:20][C:21]2[CH:22]=[CH:23][C:24]([CH:27]([OH:37])[C:28]3[CH:29]=[C:30]([CH:34]=[CH:35][CH:36]=3)[C:31]([OH:33])=[O:32])=[CH:25][CH:26]=2)=[C:17]([Cl:46])[C:16]=1[OH:47])(=[O:14])[CH3:13]. The yield is 0.940. (2) The reactants are [CH:1]([C:4]12[CH2:13][CH:8]([C:9]([CH3:12])([CH3:11])[CH2:10]1)[CH:7](O)[CH2:6][CH2:5]2)([CH3:3])[CH3:2].OS([O-])(=O)=O.[K+].[C:21]1(C)C=CC=CC=1. No catalyst specified. The product is [CH:1]([C:4]12[CH2:13][CH:8]([C:9]([CH3:12])([CH3:11])[CH2:10]1)[C:7]([CH3:21])=[CH:6][CH2:5]2)([CH3:3])[CH3:2]. The yield is 0.810. (3) The reactants are [S:1]1[C:5]2[CH:6]=[C:7]([N:10]3[CH2:14][CH2:13][NH:12][C:11]3=[O:15])[CH:8]=[CH:9][C:4]=2[N:3]=[CH:2]1.[CH2:16]([O:18][C:19](=[O:27])[C:20]1[CH:25]=[CH:24][N:23]=[CH:22][C:21]=1Br)[CH3:17].CN[C@@H]1CCCC[C@H]1NC.P([O-])([O-])([O-])=O.[K+].[K+].[K+]. The catalyst is [Cu](I)I.O1CCOCC1. The product is [CH2:16]([O:18][C:19](=[O:27])[C:20]1[CH:21]=[CH:22][N:23]=[CH:24][C:25]=1[N:12]1[CH2:13][CH2:14][N:10]([C:7]2[CH:8]=[CH:9][C:4]3[N:3]=[CH:2][S:1][C:5]=3[CH:6]=2)[C:11]1=[O:15])[CH3:17]. The yield is 0.382. (4) The reactants are [OH:1][CH2:2][CH:3]1[CH2:8][CH:7]2[O:9][CH:4]1[CH:5]=[CH:6]2.N1C=CC=CC=1.[C:16](OC(=O)C)(=[O:18])[CH3:17]. The catalyst is CN(C)C1C=CN=CC=1.O. The product is [C:16]([O:1][CH2:2][CH:3]1[CH2:8][CH:7]2[O:9][CH:4]1[CH:5]=[CH:6]2)(=[O:18])[CH3:17]. The yield is 0.930. (5) The reactants are [O:1]=[C:2]1[CH2:6][CH2:5][C:4](=[O:7])[N:3]1[CH2:8][CH2:9][C@H:10](O)[C:11]([OH:13])=[O:12].O.[BrH:16].C(O)(=O)C. The catalyst is CCCCCCC. The product is [Br:16][C@H:10]([CH2:9][CH2:8][N:3]1[C:2](=[O:1])[CH2:6][CH2:5][C:4]1=[O:7])[C:11]([OH:13])=[O:12]. The yield is 0.450. (6) The reactants are CCN=C=NCCCN(C)C.C1C=C2N=NN(O)C2=CC=1.O.[C:23]([CH2:25][C:26]([OH:28])=O)#[N:24].[CH3:29][C:30]([CH3:55])([CH3:54])[C:31]([C:33]1[C:41]2[C:36](=[N:37][CH:38]=[C:39]([C:42]3[CH:47]=[CH:46][CH:45]=[C:44]([N:48]4[CH2:53][CH2:52][NH:51][CH2:50][CH2:49]4)[CH:43]=3)[N:40]=2)[NH:35][CH:34]=1)=[O:32].C(N(C(C)C)CC)(C)C. The catalyst is ClCCl. The product is [CH3:29][C:30]([CH3:55])([CH3:54])[C:31]([C:33]1[C:41]2[C:36](=[N:37][CH:38]=[C:39]([C:42]3[CH:43]=[C:44]([N:48]4[CH2:53][CH2:52][N:51]([C:26](=[O:28])[CH2:25][C:23]#[N:24])[CH2:50][CH2:49]4)[CH:45]=[CH:46][CH:47]=3)[N:40]=2)[NH:35][CH:34]=1)=[O:32]. The yield is 0.200. (7) The reactants are [Cl:1][C:2]1[CH:7]=[CH:6][C:5]([N:8]2[CH:12]([C:13]3[CH:18]=[CH:17][CH:16]=[CH:15][CH:14]=3)[CH2:11][C:10]([C:19]([O:21]CC)=[O:20])=[N:9]2)=[CH:4][CH:3]=1.O.[OH-].[Na+]. The catalyst is CO. The product is [Cl:1][C:2]1[CH:3]=[CH:4][C:5]([N:8]2[CH:12]([C:13]3[CH:18]=[CH:17][CH:16]=[CH:15][CH:14]=3)[CH2:11][C:10]([C:19]([OH:21])=[O:20])=[N:9]2)=[CH:6][CH:7]=1. The yield is 0.780. (8) The reactants are [C:1]([O:5][C:6](=[O:28])[NH:7][C:8]1[C@:9]([CH3:27])([C:23]([F:26])([F:25])[F:24])[O:10][CH2:11][C@:12]([C:15]2[C:20]([F:21])=[CH:19][CH:18]=[C:17]([NH2:22])[N:16]=2)([CH3:14])[N:13]=1)([CH3:4])([CH3:3])[CH3:2].ClC1C(C(O)=O)=NC=C(C#N)C=1.C1C=NC2N(O)N=NC=2C=1.CCN=C=NCCCN(C)C.Cl. The catalyst is CN(C=O)C.C1(C)C=CC=CC=1. The product is [C:1]([O:5][C:6](=[O:28])[NH:7][C:8]1[C@:9]([CH3:27])([C:23]([F:26])([F:24])[F:25])[O:10][CH2:11][C@@:12]([C:15]2[C:20]([F:21])=[CH:19][CH:18]=[C:17]([NH2:22])[N:16]=2)([CH3:14])[N:13]=1)([CH3:2])([CH3:3])[CH3:4]. The yield is 0.760. (9) The reactants are C([C@@H]1COC(=O)N1[C:14](=[O:37])[C@H:15]([OH:36])[C@H:16]([C:23]1[CH:24]=[C:25]([CH:33]=[CH:34][CH:35]=1)[C:26]([O:28][C:29]([CH3:32])([CH3:31])[CH3:30])=[O:27])[C:17]1[CH:22]=[CH:21][CH:20]=[CH:19][N:18]=1)C1C=CC=CC=1.[OH:38]O.[Li+].[OH-]. The catalyst is C1COCC1.O. The product is [C:29]([O:28][C:26]([C:25]1[CH:24]=[C:23]([C@H:16]([C:17]2[CH:22]=[CH:21][CH:20]=[CH:19][N:18]=2)[C@@H:15]([OH:36])[C:14]([OH:38])=[O:37])[CH:35]=[CH:34][CH:33]=1)=[O:27])([CH3:32])([CH3:30])[CH3:31]. The yield is 0.430. (10) The reactants are [CH3:1][CH:2]1[CH2:7][CH2:6][NH:5][CH2:4][CH2:3]1.[C:8](O[C:8]([O:10][C:11]([CH3:14])([CH3:13])[CH3:12])=[O:9])([O:10][C:11]([CH3:14])([CH3:13])[CH3:12])=[O:9]. The catalyst is C(Cl)Cl. The product is [C:11]([O:10][C:8]([N:5]1[CH2:6][CH2:7][CH:2]([CH3:1])[CH2:3][CH2:4]1)=[O:9])([CH3:14])([CH3:13])[CH3:12]. The yield is 0.730.